Dataset: Catalyst prediction with 721,799 reactions and 888 catalyst types from USPTO. Task: Predict which catalyst facilitates the given reaction. (1) Reactant: [N:1]1([C:8]2[CH:18]=[CH:17][C:11]([C:12]([O:14][CH2:15][CH3:16])=[O:13])=[CH:10][CH:9]=2)[CH2:7][CH2:6][CH2:5][NH:4][CH2:3][CH2:2]1.[CH:19](=O)[CH3:20].C(O)(=O)C.C([BH3-])#N.[Na+].C(O[BH-](OC(=O)C)OC(=O)C)(=O)C.[Na+]. Product: [CH2:19]([N:4]1[CH2:5][CH2:6][CH2:7][N:1]([C:8]2[CH:18]=[CH:17][C:11]([C:12]([O:14][CH2:15][CH3:16])=[O:13])=[CH:10][CH:9]=2)[CH2:2][CH2:3]1)[CH3:20]. The catalyst class is: 83. (2) Reactant: [I:1]Cl.[N:3]1[CH:8]=[CH:7][C:6]([C:9]2[C:14]([C:15]3[CH:27]=[CH:26][C:25]4[C:24]5[C:19](=[CH:20][C:21]([Si](C)(C)C)=[CH:22][CH:23]=5)[C:18]([CH2:40][CH2:41][CH2:42][CH2:43][CH2:44][CH2:45][CH2:46][CH3:47])([CH2:32][CH2:33][CH2:34][CH2:35][CH2:36][CH2:37][CH2:38][CH3:39])[C:17]=4[CH:16]=3)=[CH:13][CH:12]=[CH:11][CH:10]=2)=[CH:5][CH:4]=1. Product: [N:3]1[CH:8]=[CH:7][C:6]([C:9]2[C:14]([C:15]3[CH:27]=[CH:26][C:25]4[C:24]5[C:19](=[CH:20][C:21]([I:1])=[CH:22][CH:23]=5)[C:18]([CH2:40][CH2:41][CH2:42][CH2:43][CH2:44][CH2:45][CH2:46][CH3:47])([CH2:32][CH2:33][CH2:34][CH2:35][CH2:36][CH2:37][CH2:38][CH3:39])[C:17]=4[CH:16]=3)=[CH:13][CH:12]=[CH:11][CH:10]=2)=[CH:5][CH:4]=1. The catalyst class is: 138.